Predict the product of the given reaction. From a dataset of Forward reaction prediction with 1.9M reactions from USPTO patents (1976-2016). (1) The product is: [CH:28]1([NH:31][C:11](=[O:13])[C:10]2[CH:15]=[CH:16][C:7]([CH3:6])=[C:8]([C:17]3[CH:26]=[C:25]4[C:24](=[CH:19][CH:18]=3)[C:23](=[O:27])[NH:22][CH:21]=[CH:20]4)[CH:9]=2)[CH2:30][CH2:29]1. Given the reactants C([Mg]Cl)(C)C.[CH3:6][C:7]1[CH:16]=[CH:15][C:10]([C:11]([O:13]C)=O)=[CH:9][C:8]=1[C:17]1[CH:18]=[C:19]2[C:24](=[CH:25][CH:26]=1)[C:23](=[O:27])[NH:22][CH:21]=[CH:20]2.[CH:28]1([NH2:31])[CH2:30][CH2:29]1, predict the reaction product. (2) Given the reactants [NH2:1][C:2]1[CH:3]=[C:4]([CH:14]=[CH:15][C:16]=1[O:17][CH3:18])[C:5]([NH:7][C:8]1[CH:13]=[CH:12][CH:11]=[CH:10][CH:9]=1)=[O:6].[F:19][C:20]([F:31])([F:30])[C:21]1[CH:26]=[CH:25][C:24]([N:27]=[C:28]=[S:29])=[CH:23][CH:22]=1, predict the reaction product. The product is: [CH3:18][O:17][C:16]1[CH:15]=[CH:14][C:4]([C:5]([NH:7][C:8]2[CH:13]=[CH:12][CH:11]=[CH:10][CH:9]=2)=[O:6])=[CH:3][C:2]=1[NH:1][C:28]([NH:27][C:24]1[CH:23]=[CH:22][C:21]([C:20]([F:19])([F:30])[F:31])=[CH:26][CH:25]=1)=[S:29]. (3) Given the reactants [N:1]1[C:14]2[C:5](=[C:6]3[C:11](=[CH:12][CH:13]=2)[CH2:10][CH2:9][C@@H:8]([CH2:15][OH:16])[O:7]3)[CH:4]=[CH:3][CH:2]=1.[C:17]1([CH3:27])[CH:22]=[CH:21][C:20]([S:23](Cl)(=[O:25])=[O:24])=[CH:19][CH:18]=1, predict the reaction product. The product is: [N:1]1[C:14]2[C:5](=[C:6]3[C:11](=[CH:12][CH:13]=2)[CH2:10][CH2:9][C@@H:8]([CH2:15][O:16][S:23]([C:20]2[CH:21]=[CH:22][C:17]([CH3:27])=[CH:18][CH:19]=2)(=[O:25])=[O:24])[O:7]3)[CH:4]=[CH:3][CH:2]=1. (4) Given the reactants Br[C:2]1[CH:7]=[CH:6][C:5]([C:8]2[O:9][C:10]([CH3:31])=[C:11]([CH2:13][CH2:14][O:15][C:16]3[CH:17]=[C:18]4[C:22](=[CH:23][CH:24]=3)[C@H:21]([CH2:25][C:26]([O:28][CH2:29][CH3:30])=[O:27])[CH2:20][CH2:19]4)[N:12]=2)=[CH:4][CH:3]=1.[C:32]([C:35]1[S:39][C:38](B(O)O)=[CH:37][CH:36]=1)(=[O:34])[CH3:33].C(=O)([O-])[O-].[Na+].[Na+].[C:49]1(C)[CH:54]=[CH:53][CH:52]=[CH:51][CH:50]=1, predict the reaction product. The product is: [C:32]([C:35]1[S:39][C:38]([C:49]2[CH:54]=[CH:53][C:52]([C:2]3[CH:3]=[CH:4][C:5]([C:8]4[O:9][C:10]([CH3:31])=[C:11]([CH2:13][CH2:14][O:15][C:16]5[CH:17]=[C:18]6[C:22](=[CH:23][CH:24]=5)[C@H:21]([CH2:25][C:26]([O:28][CH2:29][CH3:30])=[O:27])[CH2:20][CH2:19]6)[N:12]=4)=[CH:6][CH:7]=3)=[CH:51][CH:50]=2)=[CH:37][CH:36]=1)(=[O:34])[CH3:33]. (5) The product is: [CH3:1][N:2]1[CH2:7][CH2:6][C:5](=[C:12]([CH3:11])[C:13]([O:15][CH2:26][CH3:27])=[O:14])[CH2:4][CH2:3]1. Given the reactants [CH3:1][N:2]1[CH2:7][CH2:6][C:5](=O)[CH2:4][CH2:3]1.C([C:11](CC)(CC)[CH:12](P(O)(O)=O)[C:13]([O-:15])=[O:14])C.[H-].[Na+].[CH3:26][CH2:27]OCC, predict the reaction product.